Dataset: Full USPTO retrosynthesis dataset with 1.9M reactions from patents (1976-2016). Task: Predict the reactants needed to synthesize the given product. Given the product [O:35]=[C:34]1[NH:33][C@H:29]([CH2:28][C@H:25]2[CH2:24][CH2:23][C:22]3[S:21][C:20]4[N:19]=[CH:18][N:17]=[C:16]([O:15][CH:12]5[CH2:11][CH2:10][CH:9]([N:8]([CH3:44])[C:6](=[O:7])[O:5][C:1]([CH3:4])([CH3:2])[CH3:3])[CH2:14][CH2:13]5)[C:27]=4[C:26]2=3)[C:30](=[O:32])[NH:31]1, predict the reactants needed to synthesize it. The reactants are: [C:1]([O:5][C:6]([N:8]([CH3:44])[CH:9]1[CH2:14][CH2:13][CH:12]([O:15][C:16]2[C:27]3[C:26]4[C@@H:25]([CH2:28][C@@H:29]([NH:33][C:34](=O)[O:35]CC5C=CC=CC=5)[C:30](=[O:32])[NH2:31])[CH2:24][CH2:23][C:22]=4[S:21][C:20]=3[N:19]=[CH:18][N:17]=2)[CH2:11][CH2:10]1)=[O:7])([CH3:4])([CH3:3])[CH3:2].